The task is: Regression. Given a peptide amino acid sequence and an MHC pseudo amino acid sequence, predict their binding affinity value. This is MHC class I binding data.. This data is from Peptide-MHC class I binding affinity with 185,985 pairs from IEDB/IMGT. (1) The peptide sequence is EPVDPRLEPW. The MHC is HLA-A24:02 with pseudo-sequence HLA-A24:02. The binding affinity (normalized) is 0. (2) The peptide sequence is PLALEGSLQK. The MHC is HLA-B54:01 with pseudo-sequence HLA-B54:01. The binding affinity (normalized) is 0.